The task is: Predict the reactants needed to synthesize the given product.. This data is from Full USPTO retrosynthesis dataset with 1.9M reactions from patents (1976-2016). (1) Given the product [C:23]([C:20]1[CH:19]=[CH:18][C:17](/[CH:16]=[CH:15]/[C:14]([OH:27])=[O:32])=[CH:22][CH:21]=1)([CH3:24])([CH3:25])[CH3:26], predict the reactants needed to synthesize it. The reactants are: C(N1C2C(=CC=C(N[C:14](=[O:27])/[CH:15]=[CH:16]/[C:17]3[CH:22]=[CH:21][C:20]([C:23]([CH3:26])([CH3:25])[CH3:24])=[CH:19][CH:18]=3)C=2)C(C)(C)C1)(=O)C.C(N1C2C(=CC=C([N+]([O-])=O)C=2)C(C)(C)C1)(=[O:32])C.O.O.[Sn](Cl)Cl.Cl. (2) Given the product [CH3:22][O:21][C:19]1[CH:18]=[CH:17][C:15]2[N:16]=[C:11]([NH:9][CH2:8][CH2:7][N:1]3[CH2:6][CH2:5][CH2:4][CH2:3][CH2:2]3)[N:12]=[N+:13]([O-:23])[C:14]=2[CH:20]=1, predict the reactants needed to synthesize it. The reactants are: [N:1]1([CH2:7][CH2:8][NH2:9])[CH2:6][CH2:5][CH2:4][CH2:3][CH2:2]1.Cl[C:11]1[N:12]=[N+:13]([O-:23])[C:14]2[CH:20]=[C:19]([O:21][CH3:22])[CH:18]=[CH:17][C:15]=2[N:16]=1. (3) Given the product [ClH:33].[NH2:32][C:30]([CH2:29][O:28][C:12]1[CH:11]=[C:10]2[C:15]([CH2:16][C@@H:17]([C:18]([N:20]3[CH2:24][C@@H:23]([F:25])[CH2:22][C@H:21]3[C:26]#[N:27])=[O:19])[NH:8][CH2:9]2)=[CH:14][CH:13]=1)=[O:31], predict the reactants needed to synthesize it. The reactants are: C(OC([N:8]1[C@H:17]([C:18]([N:20]2[CH2:24][C@@H:23]([F:25])[CH2:22][C@H:21]2[C:26]#[N:27])=[O:19])[CH2:16][C:15]2[C:10](=[CH:11][C:12]([O:28][CH2:29][C:30]([NH2:32])=[O:31])=[CH:13][CH:14]=2)[CH2:9]1)=O)(C)(C)C.[ClH:33]. (4) Given the product [Cl:17][C:18]1[CH:19]=[C:20]([CH:29]=[CH:30][C:31]=1[F:32])[CH2:21][N:22]1[CH2:23][CH2:24][CH:25]([NH:28][C:14](=[O:16])[CH2:13][CH2:12][C:10]2[O:9][N:8]=[C:7]([C:2]3[CH:3]=[CH:4][CH:5]=[CH:6][N:1]=3)[N:11]=2)[CH2:26][CH2:27]1, predict the reactants needed to synthesize it. The reactants are: [N:1]1[CH:6]=[CH:5][CH:4]=[CH:3][C:2]=1[C:7]1[N:11]=[C:10]([CH2:12][CH2:13][C:14]([OH:16])=O)[O:9][N:8]=1.[Cl:17][C:18]1[CH:19]=[C:20]([CH:29]=[CH:30][C:31]=1[F:32])[CH2:21][N:22]1[CH2:27][CH2:26][CH:25]([NH2:28])[CH2:24][CH2:23]1.C(=O)([O-])O.[Na+]. (5) The reactants are: [Si]([O:8][CH2:9][CH2:10][CH2:11][N:12]1[CH2:17][CH2:16][CH2:15][C:14]([F:19])([F:18])[CH2:13]1)(C(C)(C)C)(C)C. Given the product [F:19][C:14]1([F:18])[CH2:15][CH2:16][CH2:17][N:12]([CH2:11][CH2:10][CH2:9][OH:8])[CH2:13]1, predict the reactants needed to synthesize it. (6) Given the product [Cl:1][C:2]1[C:3]([CH3:19])=[C:4]([NH:10][C@H:11]([C:15]([OH:18])([CH3:17])[CH3:16])[C:12]([NH:28][NH:27][C:25](=[O:26])[C:24]2[CH:23]=[CH:22][C:21]([F:20])=[CH:30][CH:29]=2)=[O:14])[CH:5]=[CH:6][C:7]=1[C:8]#[N:9], predict the reactants needed to synthesize it. The reactants are: [Cl:1][C:2]1[C:3]([CH3:19])=[C:4]([NH:10][C@H:11]([C:15]([OH:18])([CH3:17])[CH3:16])[C:12]([OH:14])=O)[CH:5]=[CH:6][C:7]=1[C:8]#[N:9].[F:20][C:21]1[CH:30]=[CH:29][C:24]([C:25]([NH:27][NH2:28])=[O:26])=[CH:23][CH:22]=1.C1C=CC2N(O)N=NC=2C=1.C(Cl)CCl.CCN(CC)CC.